Dataset: Full USPTO retrosynthesis dataset with 1.9M reactions from patents (1976-2016). Task: Predict the reactants needed to synthesize the given product. (1) Given the product [NH2:8][C:7]([C:2]1[CH:3]=[CH:4][CH:5]=[CH:6][N:1]=1)=[CH:16][C:15]#[N:17], predict the reactants needed to synthesize it. The reactants are: [N:1]1[CH:6]=[CH:5][CH:4]=[CH:3][C:2]=1[C:7]#[N:8].CC(C)([O-])C.[K+].[C:15](#[N:17])[CH3:16].C(=O)(O)[O-].[K+]. (2) Given the product [N+:6]([C:9]1[CH:10]=[C:11]([S:2]([Cl:1])(=[O:5])=[O:3])[CH:12]=[CH:13][CH:14]=1)([O-:8])=[O:7], predict the reactants needed to synthesize it. The reactants are: [Cl:1][S:2]([OH:5])(=O)=[O:3].[N+:6]([C:9]1[CH:14]=[CH:13][CH:12]=[CH:11][CH:10]=1)([O-:8])=[O:7]. (3) Given the product [C:27]([C:24]1[N:23]=[C:22]([NH:31][CH2:32][CH2:33][CH2:34][O:35][CH3:36])[C:21]([C:19]([N:14]([CH2:15][CH:16]([CH3:17])[CH3:18])[C@H:12]2[CH2:11][C@@H:10]([C:37]([N:40]3[C:48]4[C:43](=[CH:44][CH:45]=[CH:46][CH:47]=4)[CH2:42][CH2:41]3)=[O:38])[CH2:9][N:8]([C:6]([O:5][C:1]([CH3:2])([CH3:4])[CH3:3])=[O:7])[CH2:13]2)=[O:20])=[CH:26][N:25]=1)([CH3:30])([CH3:29])[CH3:28], predict the reactants needed to synthesize it. The reactants are: [C:1]([O:5][C:6]([N:8]1[CH2:13][C@@H:12]([N:14]([C:19]([C:21]2[C:22]([NH:31][CH2:32][CH2:33][CH2:34][O:35][CH3:36])=[N:23][C:24]([C:27]([CH3:30])([CH3:29])[CH3:28])=[N:25][CH:26]=2)=[O:20])[CH2:15][CH:16]([CH3:18])[CH3:17])[CH2:11][C@@H:10]([C:37](O)=[O:38])[CH2:9]1)=[O:7])([CH3:4])([CH3:3])[CH3:2].[NH:40]1[C:48]2[C:43](=[CH:44][CH:45]=[CH:46][CH:47]=2)[CH2:42][CH2:41]1.C(N(C(C)C)CC)(C)C.F[P-](F)(F)(F)(F)F.ClC(N(C)C)=[N+](C)C. (4) Given the product [CH2:23]1[N:28]([C:18]([C:12]2[S:13][C:14]3[CH2:15][CH2:16][O:17][C:8]4[CH:7]=[C:6]([C:4]5[CH:5]=[N:1][NH:2][CH:3]=5)[CH:22]=[CH:21][C:9]=4[C:10]=3[N:11]=2)=[O:20])[CH2:27][CH2:26][N:25]2[CH2:29][CH2:30][CH2:31][CH2:32][C@H:24]12, predict the reactants needed to synthesize it. The reactants are: [NH:1]1[CH:5]=[C:4]([C:6]2[CH:22]=[CH:21][C:9]3[C:10]4[N:11]=[C:12]([C:18]([OH:20])=O)[S:13][C:14]=4[CH2:15][CH2:16][O:17][C:8]=3[CH:7]=2)[CH:3]=[N:2]1.[CH2:23]1[NH:28][CH2:27][CH2:26][N:25]2[CH2:29][CH2:30][CH2:31][CH2:32][C@H:24]12. (5) Given the product [Cl:1][C:2]1[C:3]([C:23]2[CH:24]=[N:25][N:26]3[CH:31]=[CH:30][CH:29]=[CH:28][C:27]=23)=[N:4][C:5]([NH:8][C:9]2[CH:14]=[CH:13][C:12]([N:15]3[CH2:16][CH2:17][N:18]([C:33](=[O:32])[CH2:34][OH:35])[CH2:19][CH2:20]3)=[CH:11][C:10]=2[O:21][CH3:22])=[N:6][CH:7]=1, predict the reactants needed to synthesize it. The reactants are: [Cl:1][C:2]1[C:3]([C:23]2[CH:24]=[N:25][N:26]3[CH:31]=[CH:30][CH:29]=[CH:28][C:27]=23)=[N:4][C:5]([NH:8][C:9]2[CH:14]=[CH:13][C:12]([N:15]3[CH2:20][CH2:19][NH:18][CH2:17][CH2:16]3)=[CH:11][C:10]=2[O:21][CH3:22])=[N:6][CH:7]=1.[OH:32][CH2:33][C:34](O)=[O:35].C(N(C(C)C)C(C)C)C.CN(C(ON1N=NC2C=CC=NC1=2)=[N+](C)C)C.F[P-](F)(F)(F)(F)F. (6) Given the product [CH3:14][O:13][C:6]1[CH:5]=[CH:4][C:3]([CH2:2][NH:1][S:22]([CH3:21])(=[O:24])=[O:23])=[CH:12][C:7]=1[C:8]([O:10][CH3:11])=[O:9], predict the reactants needed to synthesize it. The reactants are: [NH2:1][CH2:2][C:3]1[CH:4]=[CH:5][C:6]([O:13][CH3:14])=[C:7]([CH:12]=1)[C:8]([O:10][CH3:11])=[O:9].N1C=CC=CC=1.[CH3:21][S:22](Cl)(=[O:24])=[O:23]. (7) Given the product [Cl:24][C:25]1[CH:32]=[CH:31][C:28]([C:29]2[C:8]([F:11])=[C:7]([NH:12][C:13]3[CH:18]=[CH:17][C:16]([O:19][CH3:20])=[CH:15][CH:14]=3)[CH:6]=[C:5]([CH:4]([O:3][CH2:1][CH3:2])[O:21][CH2:22][CH3:23])[N:30]=2)=[CH:27][CH:26]=1, predict the reactants needed to synthesize it. The reactants are: [CH2:1]([O:3][CH:4]([O:21][CH2:22][CH3:23])[C:5]#[C:6][C:7](=[N:12][C:13]1[CH:18]=[CH:17][C:16]([O:19][CH3:20])=[CH:15][CH:14]=1)[C:8]([F:11])(F)F)[CH3:2].[Cl:24][C:25]1[CH:32]=[CH:31][C:28]([CH2:29][NH2:30])=[CH:27][CH:26]=1.C(=O)([O-])[O-].[Cs+].[Cs+].O. (8) Given the product [Br:15][C:4]1[S:3][C:2]([CH3:1])=[N:6][C:5]=1[C:7]([OH:9])=[O:8], predict the reactants needed to synthesize it. The reactants are: [CH3:1][C:2]1[S:3][CH:4]=[C:5]([C:7]([OH:9])=[O:8])[N:6]=1.[Li]CCCC.[Br:15]Br. (9) Given the product [CH:41]([NH:46][C:18]([CH:16]1[CH2:17][CH:15]1[C:12]1[CH:13]=[CH:14][C:9]([NH:8][CH2:7][C:6]2[S:5][C:4]([C:21]3[CH:22]=[CH:23][C:24]([C:27]([F:29])([F:30])[F:28])=[CH:25][CH:26]=3)=[N:3][C:2]=2[CH3:1])=[CH:10][CH:11]=1)=[O:20])([CH3:42])[CH3:40], predict the reactants needed to synthesize it. The reactants are: [CH3:1][C:2]1[N:3]=[C:4]([C:21]2[CH:26]=[CH:25][C:24]([C:27]([F:30])([F:29])[F:28])=[CH:23][CH:22]=2)[S:5][C:6]=1[CH2:7][NH:8][C:9]1[CH:14]=[CH:13][C:12]([C@@H:15]2[CH2:17][C@H:16]2[C:18]([OH:20])=O)=[CH:11][CH:10]=1.CN(C(ON1N=[N:46][C:41]2[CH:42]=CC=N[C:40]1=2)=[N+](C)C)C.F[P-](F)(F)(F)(F)F.C(N)(C)C. (10) Given the product [O:10]1[C:7]2[CH:8]=[CH:9][C:4]([CH:2]([NH:36][CH2:35][CH2:34][NH:19][CH:20]([C:22]3[CH:27]=[C:26]([CH3:28])[N:25]=[C:24]([N:29]4[CH:33]=[CH:32][N:31]=[CH:30]4)[N:23]=3)[CH3:21])[CH3:1])=[CH:5][C:6]=2[O:12][CH2:11]1, predict the reactants needed to synthesize it. The reactants are: [CH3:1][C:2]([C:4]1[CH:9]=[CH:8][C:7]2[O:10][CH2:11][O:12][C:6]=2[CH:5]=1)=O.C(OC(=O)[N:19]([CH2:34][CH2:35][NH2:36])[CH:20]([C:22]1[CH:27]=[C:26]([CH3:28])[N:25]=[C:24]([N:29]2[CH:33]=[CH:32][N:31]=[CH:30]2)[N:23]=1)[CH3:21])(C)(C)C.O.